Dataset: NCI-60 drug combinations with 297,098 pairs across 59 cell lines. Task: Regression. Given two drug SMILES strings and cell line genomic features, predict the synergy score measuring deviation from expected non-interaction effect. (1) Drug 1: COC1=CC(=CC(=C1O)OC)C2C3C(COC3=O)C(C4=CC5=C(C=C24)OCO5)OC6C(C(C7C(O6)COC(O7)C8=CC=CS8)O)O. Drug 2: C(CC(=O)O)C(=O)CN.Cl. Cell line: KM12. Synergy scores: CSS=22.3, Synergy_ZIP=-5.64, Synergy_Bliss=-1.07, Synergy_Loewe=-30.8, Synergy_HSA=2.33. (2) Drug 1: C1=CC=C(C=C1)NC(=O)CCCCCCC(=O)NO. Drug 2: CC1CCCC2(C(O2)CC(NC(=O)CC(C(C(=O)C(C1O)C)(C)C)O)C(=CC3=CSC(=N3)C)C)C. Cell line: M14. Synergy scores: CSS=52.0, Synergy_ZIP=-0.753, Synergy_Bliss=-1.44, Synergy_Loewe=-13.4, Synergy_HSA=-0.642. (3) Drug 1: C1CCN(CC1)CCOC2=CC=C(C=C2)C(=O)C3=C(SC4=C3C=CC(=C4)O)C5=CC=C(C=C5)O. Drug 2: C1=NC(=NC(=O)N1C2C(C(C(O2)CO)O)O)N. Cell line: MALME-3M. Synergy scores: CSS=1.45, Synergy_ZIP=2.21, Synergy_Bliss=6.18, Synergy_Loewe=1.23, Synergy_HSA=1.63.